Predict the reaction yield, written as a fraction of the theoretical maximum amount of product (1.0 means a 100% yield; for example, 0.34 means a 34% yield). From a dataset of Reaction yield outcomes from USPTO patents with 853,638 reactions. The reactants are [F:1][C:2]([F:21])([F:20])[O:3][C:4]1[CH:5]=[C:6]2[C:14](=[CH:15][CH:16]=1)[NH:13][C:12]1[CH2:11][CH2:10][CH:9]([C:17]([NH2:19])=O)[CH2:8][C:7]2=1.[H-].[Al+3].[Li+].[H-].[H-].[H-]. The catalyst is O1CCCC1. The product is [F:21][C:2]([F:1])([F:20])[O:3][C:4]1[CH:5]=[C:6]2[C:14](=[CH:15][CH:16]=1)[NH:13][C:12]1[CH2:11][CH2:10][CH:9]([CH2:17][NH2:19])[CH2:8][C:7]2=1. The yield is 0.816.